Dataset: Catalyst prediction with 721,799 reactions and 888 catalyst types from USPTO. Task: Predict which catalyst facilitates the given reaction. Reactant: [OH:1][CH2:2][C@@H:3]1[NH:8][C:7](=O)[C@@H:6]([CH3:10])[NH:5][C:4]1=O.B.C1COCC1.[ClH:18]. Product: [ClH:18].[CH3:10][C@@H:6]1[CH2:7][NH:8][C@@H:3]([CH2:2][OH:1])[CH2:4][NH:5]1. The catalyst class is: 5.